This data is from Forward reaction prediction with 1.9M reactions from USPTO patents (1976-2016). The task is: Predict the product of the given reaction. Given the reactants [F:1][C:2]1[C:3]([N:20]2[CH2:25][CH2:24][CH:23]([CH2:26][NH:27]C(=O)OC(C)(C)C)[CH2:22][CH2:21]2)=[N:4][C:5]([NH:8][C:9]2[CH:14]=[CH:13][C:12]([N:15]([CH3:19])[C:16](=[O:18])[CH3:17])=[CH:11][CH:10]=2)=[N:6][CH:7]=1, predict the reaction product. The product is: [NH2:27][CH2:26][CH:23]1[CH2:22][CH2:21][N:20]([C:3]2[C:2]([F:1])=[CH:7][N:6]=[C:5]([NH:8][C:9]3[CH:14]=[CH:13][C:12]([N:15]([CH3:19])[C:16](=[O:18])[CH3:17])=[CH:11][CH:10]=3)[N:4]=2)[CH2:25][CH2:24]1.